Dataset: Forward reaction prediction with 1.9M reactions from USPTO patents (1976-2016). Task: Predict the product of the given reaction. (1) Given the reactants CC1(C)C(C)(C)OB([C:9]2[CH:14]=[CH:13][N:12]=[C:11]([NH:15][C:16](=[O:18])[CH3:17])[CH:10]=2)O1.[C:20]12([NH:25][C:26](=[O:37])[C:27]3[CH:32]=[C:31](Br)[CH:30]=[N:29][C:28]=3[N:34]([CH3:36])[CH3:35])[CH2:24][CH:22]([CH2:23]1)[CH2:21]2.C(Cl)Cl.C(=O)([O-])[O-].[K+].[K+], predict the reaction product. The product is: [C:16]([NH:15][C:11]1[CH:10]=[C:9]([C:31]2[CH:30]=[N:29][C:28]([N:34]([CH3:36])[CH3:35])=[C:27]([C:26]([NH:25][C:20]34[CH2:24][CH:22]([CH2:23]3)[CH2:21]4)=[O:37])[CH:32]=2)[CH:14]=[CH:13][N:12]=1)(=[O:18])[CH3:17]. (2) Given the reactants CC(OC([N:8]1[CH2:13][CH2:12][CH:11]=[C:10]([C:14]2[CH:19]=[CH:18][C:17]([N:20]3[CH2:24][C@H:23]([CH2:25][NH:26][C:27](=[O:29])[CH3:28])[O:22][C:21]3=[O:30])=[CH:16][C:15]=2[F:31])[CH2:9]1)=O)(C)C.I[Si](C)(C)C.CO.[C:39]([O:42][CH2:43][C:44](Cl)=[O:45])(=[O:41])[CH3:40], predict the reaction product. The product is: [O:30]=[C:21]1[N:20]([C:17]2[CH:18]=[CH:19][C:14]([C:10]3[CH2:9][N:8]([C:44](=[O:45])[CH2:43][O:42][C:39](=[O:41])[CH3:40])[CH2:13][CH2:12][CH:11]=3)=[C:15]([F:31])[CH:16]=2)[CH2:24][C@H:23]([CH2:25][NH:26][C:27](=[O:29])[CH3:28])[O:22]1. (3) Given the reactants [CH3:1][O:2][C:3](=[O:26])[NH:4][C@@H:5]1[C@@H:9]([N:10]2[CH2:15][C:14]([F:17])([F:16])[CH2:13][CH2:12][C:11]2=[O:18])[CH2:8][N:7](CC2C=CC=CC=2)[CH2:6]1, predict the reaction product. The product is: [CH3:1][O:2][C:3](=[O:26])[NH:4][C@@H:5]1[C@@H:9]([N:10]2[CH2:15][C:14]([F:17])([F:16])[CH2:13][CH2:12][C:11]2=[O:18])[CH2:8][NH:7][CH2:6]1. (4) Given the reactants [CH3:1][C:2]1[C:3]([NH2:8])=[N:4][CH:5]=[CH:6][CH:7]=1.[CH3:9][C:10]1[C:11]([NH:16][C:17]([NH:19][C:20]([O:22][CH2:23][CH3:24])=[O:21])=[S:18])=[N:12][CH:13]=[CH:14][CH:15]=1, predict the reaction product. The product is: [CH3:9][C:10]1[C:11]([NH:16][C:17]([NH:19][C:20]([O:22][CH2:23][CH3:24])=[O:21])=[S:18])=[N:12][CH:13]=[CH:14][CH:15]=1.[CH3:1][C:2]1[C:3]2[N:4]([N:12]=[C:11]([NH2:16])[N:8]=2)[CH:5]=[CH:6][CH:7]=1. (5) Given the reactants [F:1][C:2]1[CH:7]=[CH:6][C:5]([CH:8]([C:16]2[CH:21]=[CH:20][CH:19]=[CH:18][CH:17]=2)[O:9][CH:10]2[CH2:15][CH2:14][NH:13][CH2:12][CH2:11]2)=[CH:4][CH:3]=1.[CH3:22][C:23]1[CH:28]=[CH:27][N:26]=[C:25]([C:29](O)=[O:30])[CH:24]=1.Cl.C(N=C=NCCCN(C)C)C.O.ON1C2C=CC=CC=2N=N1, predict the reaction product. The product is: [F:1][C:2]1[CH:3]=[CH:4][C:5]([CH:8]([C:16]2[CH:17]=[CH:18][CH:19]=[CH:20][CH:21]=2)[O:9][CH:10]2[CH2:11][CH2:12][N:13]([C:29]([C:25]3[CH:24]=[C:23]([CH3:22])[CH:28]=[CH:27][N:26]=3)=[O:30])[CH2:14][CH2:15]2)=[CH:6][CH:7]=1. (6) Given the reactants Cl.[F:2][C:3]1[CH:8]=[CH:7][C:6]([C@H:9]2[C@H:14]([C:15]([O:17][CH3:18])=[O:16])[CH2:13][CH2:12][NH:11][CH2:10]2)=[CH:5][CH:4]=1.[C:19]1([CH2:25][CH:26]=O)[CH:24]=[CH:23][CH:22]=[CH:21][CH:20]=1.C([O-])(=O)C.[Na+].C(O[BH-](OC(=O)C)OC(=O)C)(=O)C.[Na+].[OH-].[Na+], predict the reaction product. The product is: [F:2][C:3]1[CH:8]=[CH:7][C:6]([C@H:9]2[C@H:14]([C:15]([O:17][CH3:18])=[O:16])[CH2:13][CH2:12][N:11]([CH2:26][CH2:25][C:19]3[CH:24]=[CH:23][CH:22]=[CH:21][CH:20]=3)[CH2:10]2)=[CH:5][CH:4]=1. (7) Given the reactants Cl.[NH2:2][OH:3].[C:4]([N:11]1[CH2:15][CH2:14][CH2:13][C@H:12]1[C:16]#[N:17])([O:6][C:7]([CH3:10])([CH3:9])[CH3:8])=[O:5].C([O-])(O)=O.[Na+], predict the reaction product. The product is: [C:7]([O:6][C:4]([N:11]1[CH2:15][CH2:14][CH2:13][C@H:12]1[C:16](=[NH:17])[NH:2][OH:3])=[O:5])([CH3:10])([CH3:9])[CH3:8]. (8) Given the reactants N1([C:6](N2C=CN=C2)=[O:7])C=CN=C1.[CH:13]1([CH2:16][CH2:17][OH:18])[CH2:15][CH2:14]1.Cl.[F:20][C:21]1[CH:26]=[C:25]([S:27]([CH3:30])(=[O:29])=[O:28])[CH:24]=[CH:23][C:22]=1[N:31]1[C:35]2=[N:36][CH:37]=[N:38][C:39]([S:40][CH:41]3[CH2:46][CH2:45][NH:44][CH2:43][CH2:42]3)=[C:34]2[CH:33]=[N:32]1.C(N(CC)CC)C, predict the reaction product. The product is: [CH:13]1([CH2:16][CH2:17][O:18][C:6]([N:44]2[CH2:43][CH2:42][CH:41]([S:40][C:39]3[N:38]=[CH:37][N:36]=[C:35]4[N:31]([C:22]5[CH:23]=[CH:24][C:25]([S:27]([CH3:30])(=[O:29])=[O:28])=[CH:26][C:21]=5[F:20])[N:32]=[CH:33][C:34]=34)[CH2:46][CH2:45]2)=[O:7])[CH2:15][CH2:14]1. (9) Given the reactants CC([O-])(C)C.[K+].CC1C=CC(S([CH2:17][N+:18]#[C-])(=O)=O)=CC=1.[CH2:20]([O:27][C:28]1[CH:29]=[C:30]([CH:33]=[CH:34][C:35]=1[O:36][CH3:37])[CH:31]=O)[C:21]1[CH:26]=[CH:25][CH:24]=[CH:23][CH:22]=1.CO, predict the reaction product. The product is: [CH2:20]([O:27][C:28]1[CH:29]=[C:30]([CH2:31][C:17]#[N:18])[CH:33]=[CH:34][C:35]=1[O:36][CH3:37])[C:21]1[CH:26]=[CH:25][CH:24]=[CH:23][CH:22]=1.